This data is from Reaction yield outcomes from USPTO patents with 853,638 reactions. The task is: Predict the reaction yield, written as a fraction of the theoretical maximum amount of product (1.0 means a 100% yield; for example, 0.34 means a 34% yield). (1) The reactants are Br[C:2]1[C:3]2[C:4]3[CH:17]=[CH:16][S:15][C:5]=3[C:6](=[O:14])[NH:7][C:8]=2[CH:9]=[CH:10][C:11]=1[O:12][CH3:13].[F:18][C:19]1[CH:24]=[C:23](B2OC(C)(C)C(C)(C)O2)[CH:22]=[CH:21][C:20]=1[CH:34]([CH3:44])[CH2:35][NH:36][C:37](=[O:43])[O:38][C:39]([CH3:42])([CH3:41])[CH3:40]. No catalyst specified. The product is [F:18][C:19]1[CH:24]=[C:23]([C:2]2[C:3]3[C:4]4[CH:17]=[CH:16][S:15][C:5]=4[C:6](=[O:14])[NH:7][C:8]=3[CH:9]=[CH:10][C:11]=2[O:12][CH3:13])[CH:22]=[CH:21][C:20]=1[CH:34]([CH3:44])[CH2:35][NH:36][C:37](=[O:43])[O:38][C:39]([CH3:41])([CH3:40])[CH3:42]. The yield is 0.510. (2) The reactants are [CH:1]([N:14]1[CH2:17][CH:16]([CH2:18]C=O)[CH2:15]1)([C:8]1[CH:13]=[CH:12][CH:11]=[CH:10][CH:9]=1)[C:2]1[CH:7]=[CH:6][CH:5]=[CH:4][CH:3]=1.[F:21][C:22]1[CH:23]=[C:24]2[C:28](=[CH:29][CH:30]=1)[NH:27][CH:26]=[CH:25]2.[OH-:31].[Na+].[CH3:33]O. No catalyst specified. The product is [CH:1]([N:14]1[CH2:15][CH:16]([CH:18]([O:31][CH3:33])[N:27]2[C:28]3[C:24](=[CH:23][C:22]([F:21])=[CH:30][CH:29]=3)[CH:25]=[CH:26]2)[CH2:17]1)([C:2]1[CH:7]=[CH:6][CH:5]=[CH:4][CH:3]=1)[C:8]1[CH:9]=[CH:10][CH:11]=[CH:12][CH:13]=1. The yield is 0.560. (3) The reactants are [CH3:1][O:2][C:3]1[CH:21]=[CH:20][C:6]([NH:7][CH2:8][C:9]2[CH:19]=[CH:18][C:12]3[N:13]=[C:14]([S:16][CH3:17])[O:15][C:11]=3[CH:10]=2)=[C:5]([N+:22]([O-])=O)[CH:4]=1.CC(O)=O.CO. The catalyst is C(Cl)Cl.[Zn]. The product is [CH3:1][O:2][C:3]1[CH:4]=[C:5]([NH2:22])[C:6]([NH:7][CH2:8][C:9]2[CH:19]=[CH:18][C:12]3[N:13]=[C:14]([S:16][CH3:17])[O:15][C:11]=3[CH:10]=2)=[CH:20][CH:21]=1. The yield is 0.791. (4) The reactants are [BH4-].[Na+].Cl[C:4]1([C:8]([O:10][CH2:11][CH3:12])=[O:9])[CH2:6][CH:5]1[F:7]. The catalyst is CN(C)C(=O)C.O.O.O.O.O.O.[Co](Cl)Cl. The product is [F:7][CH:5]1[CH2:6][CH:4]1[C:8]([O:10][CH2:11][CH3:12])=[O:9]. The yield is 0.960. (5) The reactants are [CH3:1][S:2]([C:5]1[CH:10]=[CH:9][C:8]([C:11]([C:19]2[NH:29][C:22]3=[N:23][CH:24]=[C:25]([O:27][CH3:28])[CH:26]=[C:21]3[CH:20]=2)=[CH:12][CH:13]2[CH2:18][CH2:17][O:16][CH2:15][CH2:14]2)=[CH:7][CH:6]=1)(=[O:4])=[O:3]. The catalyst is [Pd].CO. The product is [CH3:1][S:2]([C:5]1[CH:6]=[CH:7][C:8]([CH:11]([C:19]2[NH:29][C:22]3=[N:23][CH:24]=[C:25]([O:27][CH3:28])[CH:26]=[C:21]3[CH:20]=2)[CH2:12][CH:13]2[CH2:18][CH2:17][O:16][CH2:15][CH2:14]2)=[CH:9][CH:10]=1)(=[O:3])=[O:4]. The yield is 0.444. (6) The reactants are [OH:1][C:2]1[CH:3]=[C:4]([CH:14]=[O:15])[C:5]([C:8]2[CH:13]=[CH:12][CH:11]=[CH:10][CH:9]=2)=[CH:6][CH:7]=1.C(=O)([O-])[O-].[K+].[K+].[CH2:22](Br)[C:23]1[CH:28]=[CH:27][CH:26]=[CH:25][CH:24]=1. The catalyst is [I-].C([N+](CCCC)(CCCC)CCCC)CCC.CN(C)C=O.C(OCC)C. The product is [CH2:22]([O:1][C:2]1[CH:3]=[C:4]([CH:14]=[O:15])[C:5]([C:8]2[CH:13]=[CH:12][CH:11]=[CH:10][CH:9]=2)=[CH:6][CH:7]=1)[C:23]1[CH:28]=[CH:27][CH:26]=[CH:25][CH:24]=1. The yield is 0.770. (7) The reactants are C([O:8][C:9]([CH:11]([CH2:25][CH2:26][C:27]([O:29]CC1C=CC=CC=1)=[O:28])[CH2:12][P:13]([CH2:16][CH2:17][CH2:18][C:19]1[CH:24]=[CH:23][CH:22]=[CH:21][CH:20]=1)(=[O:15])[OH:14])=[O:10])C1C=CC=CC=1. The catalyst is O.[Pd]. The product is [C:19]1([CH2:18][CH2:17][CH2:16][P:13]([CH2:12][CH:11]([CH2:25][CH2:26][C:27]([OH:29])=[O:28])[C:9]([OH:10])=[O:8])([OH:15])=[O:14])[CH:24]=[CH:23][CH:22]=[CH:21][CH:20]=1. The yield is 0.890. (8) The reactants are [C:1]([C:3]1[C@@H:8]([C:9]2[CH:14]=[CH:13][C:12]([C:15]#[N:16])=[CH:11][C:10]=2[S:17]([CH3:20])(=[O:19])=[O:18])[N:7]([CH2:21][C:22](O)=[O:23])[C:6](=[O:25])[N:5]([C:26]2[CH:31]=[CH:30][CH:29]=[C:28]([C:32]([F:35])([F:34])[F:33])[CH:27]=2)[C:4]=1[CH3:36])#[N:2].CN(C(ON1N=NC2C=CC=NC1=2)=[N+](C)C)C.F[P-](F)(F)(F)(F)F.[O:61]=[C:62]1[CH2:67][NH:66][CH2:65][CH2:64][NH:63]1.C(N(CC)C(C)C)(C)C. The catalyst is CN(C=O)C. The product is [C:15]([C:12]1[CH:13]=[CH:14][C:9]([C@@H:8]2[C:3]([C:1]#[N:2])=[C:4]([CH3:36])[N:5]([C:26]3[CH:31]=[CH:30][CH:29]=[C:28]([C:32]([F:33])([F:34])[F:35])[CH:27]=3)[C:6](=[O:25])[N:7]2[CH2:21][C:22](=[O:23])[N:66]2[CH2:65][CH2:64][NH:63][C:62](=[O:61])[CH2:67]2)=[C:10]([S:17]([CH3:20])(=[O:18])=[O:19])[CH:11]=1)#[N:16]. The yield is 0.550.